This data is from Experimentally validated miRNA-target interactions with 360,000+ pairs, plus equal number of negative samples. The task is: Binary Classification. Given a miRNA mature sequence and a target amino acid sequence, predict their likelihood of interaction. (1) The miRNA is hsa-miR-8485 with sequence CACACACACACACACACGUAU. The protein sequence of the target gene is MLQDKGLSESEEAFRAPGPALGEASAANAPEPALAAPGLSGAALGSPPGPGADVVAAAAAEQTIENIKVGLHEKELWKKFHEAGTEMIITKAGRRMFPSYKVKVTGMNPKTKYILLIDIVPADDHRYKFCDNKWMVAGKAEPAMPGRLYVHPDSPATGAHWMRQLVSFQKLKLTNNHLDPFGHIILNSMHKYQPRLHIVKADENNAFGSKNTAFCTHVFPETSFISVTSYQNHKITQLKIENNPFAKGFRGSDDSDLRVARLQSKEYPVISKSIMRQRLISPQLSATPDVGPLLGTHQAL.... Result: 1 (interaction). (2) The miRNA is hsa-miR-3620-5p with sequence GUGGGCUGGGCUGGGCUGGGCC. The protein sequence of the target gene is MMGIGKNTTSKSMEAGSSTEGKYEDEAKHPAFFTLPVVINGGATSSGEQDNEDTELMAIYTTENGIAEKSSLAETLDSTGSLDPQRSDMIYTIEDVPPWYLCIFLGLQHYLTCFSGTIAVPFLLADAMCVGYDQWATSQLIGTIFFCVGITTLLQTTFGCRLPLFQASAFAFLAPARAILSLDKWKCNTTDVSVANGTAELLHTEHIWYPRIREIQGAIIMSSLIEVVIGLLGLPGALLKYIGPLTITPTVALIGLSGFQAAGERAGKHWGIAMLTIFLVLLFSQYARNVKFPLPIYKSK.... Result: 0 (no interaction).